Dataset: Full USPTO retrosynthesis dataset with 1.9M reactions from patents (1976-2016). Task: Predict the reactants needed to synthesize the given product. (1) Given the product [ClH:1].[NH2:28][C@@H:24]([CH2:25][CH2:26][CH3:27])[C@@H:23]([C:19]1[CH:20]=[CH:21][CH:22]=[C:17]([O:16][CH3:15])[CH:18]=1)[OH:36], predict the reactants needed to synthesize it. The reactants are: [ClH:1].N[C@@H](CCC)[C@@H](C1C=CC=CC=1)O.[CH3:15][O:16][C:17]1[CH:18]=[C:19]([C:23](=[O:36])[C@@H:24]([NH:28]C(=O)OC(C)(C)C)[CH2:25][CH2:26][CH3:27])[CH:20]=[CH:21][CH:22]=1. (2) The reactants are: Cl.Cl.[CH2:3]([N:6]([CH2:23][CH2:24][NH2:25])[C:7]([CH:9]1[CH2:14][CH2:13][N:12]([C:15]2[CH:20]=[CH:19][C:18](=[O:21])[N:17]([CH3:22])[N:16]=2)[CH2:11][CH2:10]1)=[O:8])[CH:4]=[CH2:5].[C:26]1([S:32]([N:35]2[C:43]3[C:38](=[CH:39][CH:40]=[C:41]([S:44](Cl)(=[O:46])=[O:45])[CH:42]=3)[C:37]([Cl:48])=[CH:36]2)(=[O:34])=[O:33])[CH:31]=[CH:30][CH:29]=[CH:28][CH:27]=1.C(N(CC)C(C)C)(C)C.S([O-])(O)(=O)=O.[K+].C(=O)([O-])O.[Na+]. Given the product [CH2:3]([N:6]([CH2:23][CH2:24][NH:25][S:44]([C:41]1[CH:42]=[C:43]2[C:38]([C:37]([Cl:48])=[CH:36][N:35]2[S:32]([C:26]2[CH:31]=[CH:30][CH:29]=[CH:28][CH:27]=2)(=[O:34])=[O:33])=[CH:39][CH:40]=1)(=[O:45])=[O:46])[C:7]([CH:9]1[CH2:14][CH2:13][N:12]([C:15]2[CH:20]=[CH:19][C:18](=[O:21])[N:17]([CH3:22])[N:16]=2)[CH2:11][CH2:10]1)=[O:8])[CH:4]=[CH2:5], predict the reactants needed to synthesize it.